From a dataset of Forward reaction prediction with 1.9M reactions from USPTO patents (1976-2016). Predict the product of the given reaction. (1) Given the reactants [CH:1]1([NH:4][C:5](=[O:43])[NH:6][C:7]2[CH:41]=[CH:40][C:10]([O:11][C:12]3[CH:17]=[CH:16][N:15]=[C:14]4[CH:18]=[C:19]([C:21]5[N:26]=[CH:25][C:24]([CH2:27][N:28]([CH2:36][CH2:37][O:38][CH3:39])C(=O)OC(C)(C)C)=[CH:23][CH:22]=5)[S:20][C:13]=34)=[C:9]([F:42])[CH:8]=2)[CH2:3][CH2:2]1.C(O)(C(F)(F)F)=O.C(OCC)C, predict the reaction product. The product is: [CH:1]1([NH:4][C:5]([NH:6][C:7]2[CH:41]=[CH:40][C:10]([O:11][C:12]3[CH:17]=[CH:16][N:15]=[C:14]4[CH:18]=[C:19]([C:21]5[CH:22]=[CH:23][C:24]([CH2:27][NH:28][CH2:36][CH2:37][O:38][CH3:39])=[CH:25][N:26]=5)[S:20][C:13]=34)=[C:9]([F:42])[CH:8]=2)=[O:43])[CH2:3][CH2:2]1. (2) Given the reactants [C:1]([O:5][C:6]([NH:8][C@H:9]([C:14]1[CH:19]=[CH:18][CH:17]=[CH:16][CH:15]=1)[C:10]([O:12][CH3:13])=[O:11])=[O:7])([CH3:4])([CH3:3])[CH3:2].[H-].[Na+].[CH3:22]SC, predict the reaction product. The product is: [C:1]([O:5][C:6]([N:8]([CH3:22])[C@H:9]([C:14]1[CH:15]=[CH:16][CH:17]=[CH:18][CH:19]=1)[C:10]([O:12][CH3:13])=[O:11])=[O:7])([CH3:4])([CH3:2])[CH3:3].